This data is from Reaction yield outcomes from USPTO patents with 853,638 reactions. The task is: Predict the reaction yield, written as a fraction of the theoretical maximum amount of product (1.0 means a 100% yield; for example, 0.34 means a 34% yield). The reactants are [C:1]1([C:7]2[CH:14]=[CH:13][C:10]([CH2:11][NH2:12])=[CH:9][CH:8]=2)[CH:6]=[CH:5][CH:4]=[CH:3][CH:2]=1.F[C:16]1[CH:24]=[N:23][CH:22]=[CH:21][C:17]=1[C:18]([OH:20])=[O:19]. No catalyst specified. The product is [C:7]1([C:1]2[CH:2]=[CH:3][CH:4]=[CH:5][CH:6]=2)[CH:8]=[CH:9][C:10]([CH2:11][NH:12][C:21]2[CH:22]=[N:23][CH:24]=[CH:16][C:17]=2[C:18]([OH:20])=[O:19])=[CH:13][CH:14]=1. The yield is 0.360.